This data is from Reaction yield outcomes from USPTO patents with 853,638 reactions. The task is: Predict the reaction yield, written as a fraction of the theoretical maximum amount of product (1.0 means a 100% yield; for example, 0.34 means a 34% yield). (1) The reactants are C[C:2]1([CH3:9])[O:6][C@H:5]([CH2:7][OH:8])[CH2:4][O:3]1.[OH-].[K+].[CH2:12](Br)[CH2:13][CH2:14][CH2:15][CH2:16][CH2:17][CH2:18][CH2:19][CH2:20][CH2:21][CH2:22][CH2:23][CH2:24][CH2:25]CC.O. The catalyst is C1(C)C=CC=CC=1. The product is [CH2:2]([O:3][CH2:4][CH:5]([CH2:7][OH:8])[OH:6])[CH2:9][CH2:25][CH2:24][CH2:23][CH2:22][CH2:21][CH2:20][CH2:19][CH2:18][CH2:17][CH2:16][CH2:15][CH2:14][CH2:13][CH3:12]. The yield is 0.820. (2) The reactants are [CH2:1]([S:3]([C:6]1[CH:7]=[CH:8][C:9]2[O:14][CH2:13][C:12](=[O:15])[N:11]([CH2:16][CH2:17][N:18]3[CH2:23][CH2:22][CH:21]([NH:24]C(=O)OC(C)(C)C)[CH2:20][CH2:19]3)[C:10]=2[CH:32]=1)(=[O:5])=[O:4])C.NC1CCN(CCN2C3C(=CC=C(C#N)C=3)C=CC2=O)CC1. No catalyst specified. The product is [NH2:24][CH:21]1[CH2:22][CH2:23][N:18]([CH2:17][CH2:16][N:11]2[C:10]3[CH:32]=[C:6]([S:3]([CH3:1])(=[O:5])=[O:4])[CH:7]=[CH:8][C:9]=3[O:14][CH2:13][C:12]2=[O:15])[CH2:19][CH2:20]1. The yield is 1.00. (3) The reactants are C[O:2][C:3](=[O:23])[CH:4]([N:8]1[C:12](=[O:13])[CH:11]([CH2:14][CH2:15][C:16]2[CH:21]=[CH:20][CH:19]=[CH:18][CH:17]=2)[NH:10][C:9]1=[O:22])[CH:5]([CH3:7])[CH3:6]. The catalyst is Cl. The product is [O:22]=[C:9]1[NH:10][CH:11]([CH2:14][CH2:15][C:16]2[CH:21]=[CH:20][CH:19]=[CH:18][CH:17]=2)[C:12](=[O:13])[N:8]1[CH:4]([CH:5]([CH3:7])[CH3:6])[C:3]([OH:23])=[O:2]. The yield is 0.460. (4) The reactants are [O:1]=[C:2]1[C:7]([CH2:8][C:9]2[CH:14]=[CH:13][C:12]([C:15]3[C:16]([C:21]#[N:22])=[CH:17][CH:18]=[CH:19][CH:20]=3)=[CH:11][CH:10]=2)=[C:6]([CH2:23][CH2:24][CH3:25])[N:5]2[N:26]=[CH:27][N:28]=[C:4]2[N:3]1[CH:29]1[CH2:34][CH2:33][C:32](=[O:35])[CH2:31][CH2:30]1.[CH2:36](O)[CH2:37][CH2:38][OH:39]. The catalyst is O.C1(C)C=CC(S(O)(=O)=O)=CC=1.C1(C)C=CC=CC=1. The product is [O:39]1[C:32]2([CH2:31][CH2:30][CH:29]([N:3]3[C:2](=[O:1])[C:7]([CH2:8][C:9]4[CH:10]=[CH:11][C:12]([C:15]5[C:16]([C:21]#[N:22])=[CH:17][CH:18]=[CH:19][CH:20]=5)=[CH:13][CH:14]=4)=[C:6]([CH2:23][CH2:24][CH3:25])[N:5]4[N:26]=[CH:27][N:28]=[C:4]34)[CH2:34][CH2:33]2)[O:35][CH2:36][CH2:37][CH2:38]1. The yield is 1.00. (5) The product is [Br:1][C:2]1[CH:11]=[C:10]2[C:5]([CH:6]=[CH:7][N:8]=[C:9]2[O:14][CH3:13])=[CH:4][CH:3]=1. The yield is 0.930. The catalyst is CO. The reactants are [Br:1][C:2]1[CH:11]=[C:10]2[C:5]([CH:6]=[CH:7][N:8]=[C:9]2Cl)=[CH:4][CH:3]=1.[CH3:13][O-:14].[Na+].